From a dataset of Catalyst prediction with 721,799 reactions and 888 catalyst types from USPTO. Predict which catalyst facilitates the given reaction. (1) Reactant: [C:1]([O:5][C:6]([NH:8][CH2:9][CH2:10][CH2:11][C@H:12]([NH:16][C:17]([O:19][CH2:20][CH:21]1[C:33]2[CH:32]=[CH:31][CH:30]=[CH:29][C:28]=2[C:27]2[C:22]1=[CH:23][CH:24]=[CH:25][CH:26]=2)=[O:18])[C:13]([OH:15])=[O:14])=[O:7])([CH3:4])([CH3:3])[CH3:2].[CH3:34][CH2:35]N=C=NCCCN(C)C.Cl.C1C=CC2N(O)N=NC=2C=1.C(O)C. Product: [CH2:34]([O:14][C:13](=[O:15])[C@@H:12]([NH:16][C:17]([O:19][CH2:20][CH:21]1[C:33]2[CH:32]=[CH:31][CH:30]=[CH:29][C:28]=2[C:27]2[C:22]1=[CH:23][CH:24]=[CH:25][CH:26]=2)=[O:18])[CH2:11][CH2:10][CH2:9][NH:8][C:6]([O:5][C:1]([CH3:4])([CH3:2])[CH3:3])=[O:7])[CH3:35]. The catalyst class is: 3. (2) Reactant: [CH3:1][N:2]1[C:10]2[C:5](=[CH:6][CH:7]=[CH:8][C:9]=2[CH2:11][C:12]([NH2:14])=[O:13])[CH:4]=[CH:3]1.[CH2:15]([C:17]1[CH:25]=[C:24]2[C:20]([C:21]([C:26](=O)[C:27](OC)=[O:28])=[CH:22][NH:23]2)=[CH:19][CH:18]=1)[CH3:16].CC(C)([O-])C.[K+].C1COCC1. Product: [CH2:15]([C:17]1[CH:25]=[C:24]2[C:20]([C:21]([C:26]3[C:27](=[O:28])[NH:14][C:12](=[O:13])[C:11]=3[C:9]3[CH:8]=[CH:7][CH:6]=[C:5]4[C:10]=3[N:2]([CH3:1])[CH:3]=[CH:4]4)=[CH:22][NH:23]2)=[CH:19][CH:18]=1)[CH3:16]. The catalyst class is: 3.